Dataset: Forward reaction prediction with 1.9M reactions from USPTO patents (1976-2016). Task: Predict the product of the given reaction. (1) Given the reactants [Cl:1][C:2]1[CH:7]=[C:6]([Cl:8])[CH:5]=[CH:4][C:3]=1[C:9]1[N:10]=[C:11]([NH:14][C:15]([C:17]2[N:18]=[CH:19][C:20]3[C:25]([CH:26]=2)=[CH:24][C:23]([O:27][C:28]2[CH:33]=[CH:32][C:31]([C:34]([CH3:37])([CH3:36])[CH3:35])=[CH:30][CH:29]=2)=[CH:22][CH:21]=3)=[O:16])[NH:12][CH:13]=1.F[C:39]1[CH:49]=[CH:48][C:42]([C:43]([O:45][CH2:46][CH3:47])=[O:44])=[CH:41][CH:40]=1.C([O-])([O-])=O.[Cs+].[Cs+], predict the reaction product. The product is: [CH2:46]([O:45][C:43](=[O:44])[C:42]1[CH:48]=[CH:49][C:39]([N:12]2[CH:13]=[C:9]([C:3]3[CH:4]=[CH:5][C:6]([Cl:8])=[CH:7][C:2]=3[Cl:1])[N:10]=[C:11]2[NH:14][C:15]([C:17]2[N:18]=[CH:19][C:20]3[C:25]([CH:26]=2)=[CH:24][C:23]([O:27][C:28]2[CH:29]=[CH:30][C:31]([C:34]([CH3:37])([CH3:36])[CH3:35])=[CH:32][CH:33]=2)=[CH:22][CH:21]=3)=[O:16])=[CH:40][CH:41]=1)[CH3:47]. (2) Given the reactants [CH2:1]([C:3]1[N:4]=[CH:5][C:6]([N:9]2[CH2:14][CH2:13][C:12](=O)[CH2:11][CH2:10]2)=[N:7][CH:8]=1)[CH3:2].[CH:16]1([NH2:19])[CH2:18][CH2:17]1, predict the reaction product. The product is: [CH:16]1([NH:19][CH:12]2[CH2:13][CH2:14][N:9]([C:6]3[CH:5]=[N:4][C:3]([CH2:1][CH3:2])=[CH:8][N:7]=3)[CH2:10][CH2:11]2)[CH2:18][CH2:17]1.